Dataset: Reaction yield outcomes from USPTO patents with 853,638 reactions. Task: Predict the reaction yield, written as a fraction of the theoretical maximum amount of product (1.0 means a 100% yield; for example, 0.34 means a 34% yield). (1) The reactants are [OH:1][CH2:2][CH2:3][CH:4]([C:8]1[CH:15]=[CH:14][C:11]([C:12]#[N:13])=[CH:10][CH:9]=1)[CH2:5][NH:6][CH3:7].CCN(C(C)C)C(C)C.[C:25]([C:27]1[CH:28]=[C:29]([C:37](Cl)=[O:38])[C:30]2[C:35]([CH:36]=1)=[CH:34][CH:33]=[CH:32][CH:31]=2)#[N:26]. The catalyst is C(Cl)Cl. The product is [C:25]([C:27]1[CH:28]=[C:29]([C:37]([N:6]([CH2:5][CH:4]([C:8]2[CH:15]=[CH:14][C:11]([C:12]#[N:13])=[CH:10][CH:9]=2)[CH2:3][CH2:2][OH:1])[CH3:7])=[O:38])[C:30]2[C:35]([CH:36]=1)=[CH:34][CH:33]=[CH:32][CH:31]=2)#[N:26]. The yield is 0.670. (2) The reactants are [NH2:1][C@@:2]([C:12]1[C:17]([F:18])=[CH:16][CH:15]=[C:14]([Br:19])[N:13]=1)([CH2:8][CH2:9][O:10][CH3:11])[C:3]([F:7])([F:6])[CH2:4][OH:5].[N+:20]([C:23]1[CH:33]=[CH:32]C=C[C:24]=1[C:25](N=C=S)=O)([O-:22])=[O:21].C1CCC(N=C=NC2CCCCC2)CC1.C([N:51]([CH2:54]C)[CH2:52][CH3:53])C.C1C[O:59]CC1. No catalyst specified. The product is [Br:19][C:14]1[N:13]=[C:12]([C@:2]2([CH2:8][CH2:9][O:10][CH3:11])[C:3]([F:6])([F:7])[CH2:4][O:5][C:54]([NH:51][C:52](=[O:59])[C:53]3[CH:32]=[CH:33][C:23]([N+:20]([O-:22])=[O:21])=[CH:24][CH:25]=3)=[N:1]2)[C:17]([F:18])=[CH:16][CH:15]=1. The yield is 0.356. (3) The reactants are [NH2:1][C:2]12[CH2:9][C:6]([C:10]([O:12][CH3:13])=[O:11])([CH2:7][CH2:8]1)[CH2:5][CH2:4][CH2:3]2.[CH3:14][C:15]1[N:20]=[C:19]([C:21](O)=[O:22])[CH:18]=[N:17][CH:16]=1.C1CN([P+](ON2N=NC3C=CC=CC2=3)(N2CCCC2)N2CCCC2)CC1.F[P-](F)(F)(F)(F)F.O. The catalyst is C(Cl)Cl. The product is [CH3:14][C:15]1[N:20]=[C:19]([C:21]([NH:1][C:2]23[CH2:9][C:6]([C:10]([O:12][CH3:13])=[O:11])([CH2:7][CH2:8]2)[CH2:5][CH2:4][CH2:3]3)=[O:22])[CH:18]=[N:17][CH:16]=1. The yield is 0.790. (4) The reactants are CC1(C)C(C)(C)OB([C:9]2[CH2:14][CH2:13][CH:12]([O:15][CH2:16][CH:17]3[CH2:22][CH2:21][N:20]([C:23]([O:25][C:26]([CH3:29])([CH3:28])[CH3:27])=[O:24])[CH2:19][CH2:18]3)[CH2:11][CH:10]=2)O1.Br[C:32]1[CH:37]=[CH:36][C:35]([S:38]([CH3:41])(=[O:40])=[O:39])=[CH:34][N:33]=1.C(=O)([O-])[O-].[Na+].[Na+]. The product is [CH3:41][S:38]([C:35]1[CH:36]=[CH:37][C:32]([C:9]2[CH2:14][CH2:13][CH:12]([O:15][CH2:16][CH:17]3[CH2:18][CH2:19][N:20]([C:23]([O:25][C:26]([CH3:27])([CH3:28])[CH3:29])=[O:24])[CH2:21][CH2:22]3)[CH2:11][CH:10]=2)=[N:33][CH:34]=1)(=[O:40])=[O:39]. The yield is 1.25. The catalyst is CN(C=O)C. (5) The yield is 0.520. The catalyst is C(#N)C.C(OCC)(=O)C.Cl.C([O-])(=O)C.[Pd+2].C([O-])(=O)C. The reactants are I[C:2]1[CH:7]=[C:6]([C:8]([F:11])([F:10])[F:9])[CH:5]=[C:4]([C:12]([F:15])([F:14])[F:13])[CH:3]=1.[PH2:16]([O-:18])=[O:17].[NH3+][C:20]1C=CC=C[CH:21]=1.NCCC[Si](OCC)(OCC)OCC.C1(P(C2C=CC=CC=2)CCCP(C2C=CC=CC=2)C2C=CC=CC=2)C=CC=CC=1. The product is [F:13][C:12]([F:15])([F:14])[C:4]1[CH:3]=[C:2]([PH:16](=[O:18])[O:17][CH2:20][CH3:21])[CH:7]=[C:6]([C:8]([F:11])([F:10])[F:9])[CH:5]=1.